Dataset: Forward reaction prediction with 1.9M reactions from USPTO patents (1976-2016). Task: Predict the product of the given reaction. (1) Given the reactants [Cl:1][C:2]1[CH:3]=[C:4]([C:8]2[N:9]=[C:10](OS(C(F)(F)F)(=O)=O)[C:11]3[S:17][CH2:16][CH2:15][CH2:14][C:12]=3[N:13]=2)[CH:5]=[CH:6][CH:7]=1.[NH2:26][C:27]1[CH:32]=[CH:31][C:30]([CH2:33][C:34]([OH:36])=[O:35])=[CH:29][CH:28]=1.CS(C)=O, predict the reaction product. The product is: [Cl:1][C:2]1[CH:3]=[C:4]([C:8]2[N:9]=[C:10]([NH:26][C:27]3[CH:28]=[CH:29][C:30]([CH2:33][C:34]([OH:36])=[O:35])=[CH:31][CH:32]=3)[C:11]3[S:17][CH2:16][CH2:15][CH2:14][C:12]=3[N:13]=2)[CH:5]=[CH:6][CH:7]=1. (2) Given the reactants [CH2:1]([N:8]1[CH2:13][CH2:12][N:11]([C:14]2[CH:22]=[CH:21][C:17]([C:18](O)=[O:19])=[CH:16][CH:15]=2)[CH2:10][CH2:9]1)[C:2]1[CH:7]=[CH:6][CH:5]=[CH:4][CH:3]=1.C(N1C=CN=C1)(N1C=CN=C1)=O.[NH2:35][C@H:36]1[CH2:41][C:40]2[C:42]([N:46]3[CH2:51][CH2:50][N:49]([CH3:52])[CH2:48][CH2:47]3)=[CH:43][CH:44]=[CH:45][C:39]=2[O:38][CH2:37]1, predict the reaction product. The product is: [CH3:52][N:49]1[CH2:50][CH2:51][N:46]([C:42]2[C:40]3[CH2:41][C@H:36]([NH:35][C:18](=[O:19])[C:17]4[CH:21]=[CH:22][C:14]([N:11]5[CH2:10][CH2:9][N:8]([CH2:1][C:2]6[CH:3]=[CH:4][CH:5]=[CH:6][CH:7]=6)[CH2:13][CH2:12]5)=[CH:15][CH:16]=4)[CH2:37][O:38][C:39]=3[CH:45]=[CH:44][CH:43]=2)[CH2:47][CH2:48]1.